From a dataset of Full USPTO retrosynthesis dataset with 1.9M reactions from patents (1976-2016). Predict the reactants needed to synthesize the given product. (1) Given the product [OH:12][C:3]12[CH2:11][CH:7]3[CH2:6][CH:5]([CH2:10][C:9]([NH:34][C:29]([CH:25]4[CH2:26][CH2:27][CH2:28][N:23]([S:20]([C:15]5[CH:16]=[CH:17][CH:18]=[CH:19][C:14]=5[Cl:13])(=[O:22])=[O:21])[CH2:24]4)=[O:31])([CH2:8]3)[CH2:2]1)[CH2:4]2, predict the reactants needed to synthesize it. The reactants are: N[CH:2]1[CH:9]2[CH2:10][CH:5]3[CH2:6][CH:7]([CH2:11][C:3]1([OH:12])[CH2:4]3)[CH2:8]2.[Cl:13][C:14]1[CH:19]=[CH:18][CH:17]=[CH:16][C:15]=1[S:20]([N:23]1[CH2:28][CH2:27][CH2:26][C@H:25]([C:29]([OH:31])=O)[CH2:24]1)(=[O:22])=[O:21].O.O[N:34]1C2C=CC=CC=2N=N1.Cl.CN(C)CCCN=C=NCC. (2) Given the product [CH2:1]([O:3][C:4]1[C:8]([CH2:9][CH2:10][CH2:11][O:12][C:20]2[CH:21]=[C:22]([CH:32]=[CH:33][CH:34]=2)[O:23][C:24]([CH3:31])([CH3:30])[C:25]([OH:27])=[O:26])=[CH:7][N:6]([C:13]2[CH:18]=[CH:17][CH:16]=[CH:15][N:14]=2)[N:5]=1)[CH3:2], predict the reactants needed to synthesize it. The reactants are: [CH2:1]([O:3][C:4]1[C:8]([CH2:9][CH2:10][CH2:11][OH:12])=[CH:7][N:6]([C:13]2[CH:18]=[CH:17][CH:16]=[CH:15][N:14]=2)[N:5]=1)[CH3:2].O[C:20]1[CH:21]=[C:22]([CH:32]=[CH:33][CH:34]=1)[O:23][C:24]([CH3:31])([CH3:30])[C:25]([O:27]CC)=[O:26].C(P(CCCC)CCCC)CCC.N(C(N1CCCCC1)=O)=NC(N1CCCCC1)=O. (3) Given the product [CH2:1]([O:3][C:4](=[O:18])[C:5]1[CH:10]=[C:9]([C:11]([F:14])([F:13])[F:12])[C:8]([CH2:15][N:28]2[CH2:29][CH2:30][C@@H:26]([NH:25][C:24]([O:23][C:19]([CH3:22])([CH3:21])[CH3:20])=[O:31])[CH2:27]2)=[C:7]([Cl:17])[CH:6]=1)[CH3:2], predict the reactants needed to synthesize it. The reactants are: [CH2:1]([O:3][C:4](=[O:18])[C:5]1[CH:10]=[C:9]([C:11]([F:14])([F:13])[F:12])[C:8]([CH:15]=O)=[C:7]([Cl:17])[CH:6]=1)[CH3:2].[C:19]([O:23][C:24](=[O:31])[NH:25][C@@H:26]1[CH2:30][CH2:29][NH:28][CH2:27]1)([CH3:22])([CH3:21])[CH3:20]. (4) Given the product [NH:42]1[C:43]2[C:39](=[CH:38][CH:37]=[C:36]([NH:35][C:34]([C:33]3[C:14]([N:11]4[CH2:12][CH2:13][NH:8][CH2:9][CH2:10]4)=[CH:15][C:16]4[NH:20][C:19]([NH:21][C:22]5[N:23]([CH:27]6[CH2:28][CH2:29][CH2:30][CH2:31]6)[CH:24]=[CH:25][N:26]=5)=[N:18][C:17]=4[CH:32]=3)=[O:45])[CH:44]=2)[CH:40]=[N:41]1, predict the reactants needed to synthesize it. The reactants are: C(OC([N:8]1[CH2:13][CH2:12][N:11]([C:14]2[C:33]([C:34](=[O:45])[NH:35][C:36]3[CH:44]=[C:43]4[C:39]([CH:40]=[N:41][NH:42]4)=[CH:38][CH:37]=3)=[CH:32][C:17]3[N:18]=[C:19]([NH:21][C:22]4[N:23]([CH:27]5[CH2:31][CH2:30][CH2:29][CH2:28]5)[CH:24]=[CH:25][N:26]=4)[NH:20][C:16]=3[CH:15]=2)[CH2:10][CH2:9]1)=O)(C)(C)C.Cl. (5) Given the product [F:1][C:2]1[CH:3]=[C:4]([CH:16]=[CH:17][CH:18]=1)[CH2:5][N:6]1[C:14]2[C:9](=[CH:10][C:11]([NH:15][C:20]3[C:29]4[C:24](=[CH:25][CH:26]=[C:27]([C:30]5[O:31][C:32]([C:35]([F:38])([F:36])[F:37])=[N:33][N:34]=5)[CH:28]=4)[N:23]=[CH:22][N:21]=3)=[CH:12][CH:13]=2)[CH:8]=[N:7]1, predict the reactants needed to synthesize it. The reactants are: [F:1][C:2]1[CH:3]=[C:4]([CH:16]=[CH:17][CH:18]=1)[CH2:5][N:6]1[C:14]2[C:9](=[CH:10][C:11]([NH2:15])=[CH:12][CH:13]=2)[CH:8]=[N:7]1.Cl[C:20]1[C:29]2[C:24](=[CH:25][CH:26]=[C:27]([C:30]3[O:31][C:32]([C:35]([F:38])([F:37])[F:36])=[N:33][N:34]=3)[CH:28]=2)[N:23]=[CH:22][N:21]=1. (6) Given the product [CH3:12][O:11][C:6]1[C:7]2[C:8](=[O:10])[O:9][C:16](=[O:18])[NH:1][C:2]=2[CH:3]=[CH:4][C:5]=1[O:13][CH3:14], predict the reactants needed to synthesize it. The reactants are: [NH2:1][C:2]1[C:7]([C:8]([OH:10])=[O:9])=[C:6]([O:11][CH3:12])[C:5]([O:13][CH3:14])=[CH:4][CH:3]=1.Cl[C:16](Cl)([O:18]C(=O)OC(Cl)(Cl)Cl)Cl. (7) Given the product [F:15][C:14]([F:17])([F:16])[C:13]1[CH:8]=[N:9][CH:10]=[CH:11][CH:12]=1, predict the reactants needed to synthesize it. The reactants are: BrC1C=CC([C:8]2[C:13]([C:14]([F:17])([F:16])[F:15])=[CH:12][CH:11]=[CH:10][N:9]=2)=CC=1.[N+]([O-])(O)=O.